Dataset: CYP2C19 inhibition data for predicting drug metabolism from PubChem BioAssay. Task: Regression/Classification. Given a drug SMILES string, predict its absorption, distribution, metabolism, or excretion properties. Task type varies by dataset: regression for continuous measurements (e.g., permeability, clearance, half-life) or binary classification for categorical outcomes (e.g., BBB penetration, CYP inhibition). Dataset: cyp2c19_veith. (1) The compound is COc1cccc(Cn2c(=O)c(CCc3ccccc3)nc3cnc(N(C)C)nc32)c1. The result is 1 (inhibitor). (2) The compound is C[C@@H](C(=O)Nc1ccc2ccccc2c1)[C@@H]1C[C@@]1(C)[C@@H](N)c1ccccc1. The result is 0 (non-inhibitor). (3) The drug is NC(=O)NO. The result is 0 (non-inhibitor). (4) The compound is Cc1c(C(=O)NN2CCOCC2)nn(-c2ccc(Cl)cc2Cl)c1-c1ccc(I)cc1. The result is 1 (inhibitor). (5) The compound is CCN1CCCC1CNC(=O)C(=O)Nc1ccccc1OC. The result is 0 (non-inhibitor). (6) The drug is O=C(O)[C@H]([C@H]1NCCS1)N1C(=O)c2ccccc2C1=O. The result is 0 (non-inhibitor). (7) The compound is CCOC(=S)SCC(=O)O. The result is 0 (non-inhibitor). (8) The molecule is O=C(O)[C@H]1CC=CC[C@@H]1C(=O)Nc1cccc(O)c1. The result is 0 (non-inhibitor). (9) The molecule is COc1cc(-c2nnc(COC(=O)c3c4c(nc5ccccc35)CCCC4)o2)cc(OC)c1OC. The result is 1 (inhibitor).